Dataset: Catalyst prediction with 721,799 reactions and 888 catalyst types from USPTO. Task: Predict which catalyst facilitates the given reaction. (1) Reactant: [NH2:1][C:2]1[C:11]([CH3:12])=[C:10]2[C:5]([CH:6]=[N:7][C:8]([NH:13][C:14]3[CH:22]=[C:21]4[C:17]([CH:18]=[N:19][NH:20]4)=[CH:16][CH:15]=3)=[N:9]2)=[CH:4][CH:3]=1.[CH2:23]([N:25]=[C:26]=[O:27])[CH3:24]. Product: [NH:20]1[C:21]2[C:17](=[CH:16][CH:15]=[C:14]([NH:13][C:8]3[N:7]=[CH:6][C:5]4[C:10](=[C:11]([CH3:12])[C:2]([NH:1][C:26]([NH:25][CH2:23][CH3:24])=[O:27])=[CH:3][CH:4]=4)[N:9]=3)[CH:22]=2)[CH:18]=[N:19]1. The catalyst class is: 3. (2) Reactant: [CH3:1][O:2][C:3]1[CH:4]=[C:5]2[C:10](=[CH:11][C:12]=1[O:13][CH3:14])[N:9]=[CH:8][CH:7]=[C:6]2[O:15][C:16]1[C:22]([CH3:23])=[CH:21][C:19]([NH2:20])=[C:18]([CH3:24])[CH:17]=1.Cl[C:26](Cl)([O:28]C(=O)OC(Cl)(Cl)Cl)Cl.[O:37]1[CH2:42][CH2:41][N:40]([CH2:43][CH2:44][CH:45]([OH:49])[CH2:46][CH2:47][CH3:48])[CH2:39][CH2:38]1.C(=O)(O)[O-].[Na+]. Product: [CH3:1][O:2][C:3]1[CH:4]=[C:5]2[C:10](=[CH:11][C:12]=1[O:13][CH3:14])[N:9]=[CH:8][CH:7]=[C:6]2[O:15][C:16]1[C:22]([CH3:23])=[CH:21][C:19]([NH:20][C:26](=[O:28])[O:49][CH:45]([CH2:44][CH2:43][N:40]2[CH2:41][CH2:42][O:37][CH2:38][CH2:39]2)[CH2:46][CH2:47][CH3:48])=[C:18]([CH3:24])[CH:17]=1. The catalyst class is: 208. (3) Reactant: Cl[C:2]1[CH:7]=[C:6]([Cl:8])[N:5]=[C:4]([NH2:9])[N:3]=1.N[CH:11]([CH3:21])[CH2:12][NH:13][C:14](=[O:20])[O:15][C:16]([CH3:19])([CH3:18])[CH3:17].CC[N:24](C(C)C)C(C)C. Product: [NH2:9][C:4]1[N:3]=[C:2]([NH:24][CH2:21][CH2:11][CH2:12][NH:13][C:14](=[O:20])[O:15][C:16]([CH3:17])([CH3:18])[CH3:19])[CH:7]=[C:6]([Cl:8])[N:5]=1. The catalyst class is: 41. (4) Reactant: [CH2:1]([N:3]1[C:11]2[C:6](=[CH:7][CH:8]=[CH:9][C:10]=2[F:12])[CH2:5][C:4]1=[O:13])[CH3:2].[N+:14]([O-])([O-:16])=[O:15].[Na+]. Product: [CH2:1]([N:3]1[C:11]2[C:6](=[CH:7][C:8]([N+:14]([O-:16])=[O:15])=[CH:9][C:10]=2[F:12])[CH2:5][C:4]1=[O:13])[CH3:2]. The catalyst class is: 55. (5) Reactant: [CH:1]1([CH2:4][N:5]2[CH2:23][CH2:22][C@:12]34[C:13]5[C:14]6[O:21][C@H:11]3[CH:10]([CH:24]3[O:28][CH2:27][CH2:26][O:25]3)[CH2:9][CH2:8][C@@:7]4([OH:29])[C@H:6]2[CH2:19][C:18]=5[CH:17]=[CH:16][C:15]=6[OH:20])[CH2:3][CH2:2]1.N1C=CN=C1.[CH:35]([Si:38]([CH:43]([CH3:45])[CH3:44])([CH:40]([CH3:42])[CH3:41])Cl)([CH3:37])[CH3:36].O. Product: [CH:35]([Si:38]([CH:43]([CH3:45])[CH3:44])([CH:40]([CH3:42])[CH3:41])[O:20][C:15]1[CH:16]=[CH:17][C:18]2[CH2:19][C@H:6]3[N:5]([CH2:4][CH:1]4[CH2:2][CH2:3]4)[CH2:23][CH2:22][C@:12]45[C:13]=2[C:14]=1[O:21][C@H:11]4[CH:10]([CH:24]1[O:25][CH2:26][CH2:27][O:28]1)[CH2:9][CH2:8][C@@:7]35[OH:29])([CH3:37])[CH3:36]. The catalyst class is: 2. (6) Reactant: [OH:1][C:2]1[CH:6]=[CH:5][S:4][C:3]=1[C:7]([OH:9])=O.CN(C(ON1N=[N:25][C:20]2[CH:21]=[CH:22]C=N[C:19]1=2)=[N+](C)C)C.F[P-](F)(F)(F)(F)F.[CH2:34](N(CC)CC)C. Product: [CH3:19][C:20]([NH:25][C:7]([C:3]1[S:4][CH:5]=[CH:6][C:2]=1[OH:1])=[O:9])([CH3:34])[C:21]#[CH:22]. The catalyst class is: 3. (7) Reactant: [C:1]([C:5]1[CH:10]=[CH:9][CH:8]=[CH:7][C:6]=1[O:11][C:12]1[CH:17]=[CH:16][CH:15]=[CH:14][C:13]=1[N+:18]([O-])=O)([CH3:4])([CH3:3])[CH3:2]. Product: [C:1]([C:5]1[CH:10]=[CH:9][CH:8]=[CH:7][C:6]=1[O:11][C:12]1[CH:17]=[CH:16][CH:15]=[CH:14][C:13]=1[NH2:18])([CH3:4])([CH3:2])[CH3:3]. The catalyst class is: 403.